This data is from Forward reaction prediction with 1.9M reactions from USPTO patents (1976-2016). The task is: Predict the product of the given reaction. Given the reactants [CH:1]1([C:4]2[O:8][N:7]=[C:6]([C:9]([OH:11])=O)[N:5]=2)[CH2:3][CH2:2]1.[F:12][C:13]1[CH:18]=[C:17]([C:19]2[CH:24]=[CH:23][N:22]=[C:21]3[NH:25][C:26]([C:28]4[CH:29]=[N:30][N:31]([CH3:33])[CH:32]=4)=[N:27][C:20]=23)[CH:16]=[CH:15][C:14]=1[CH2:34][NH2:35], predict the reaction product. The product is: [CH:1]1([C:4]2[O:8][N:7]=[C:6]([C:9]([NH:35][CH2:34][C:14]3[CH:15]=[CH:16][C:17]([C:19]4[CH:24]=[CH:23][N:22]=[C:21]5[NH:25][C:26]([C:28]6[CH:29]=[N:30][N:31]([CH3:33])[CH:32]=6)=[N:27][C:20]=45)=[CH:18][C:13]=3[F:12])=[O:11])[N:5]=2)[CH2:2][CH2:3]1.